From a dataset of Catalyst prediction with 721,799 reactions and 888 catalyst types from USPTO. Predict which catalyst facilitates the given reaction. (1) Product: [C:16]([C:13]1[CH:12]=[CH:11][C:10]([C:8]2[O:9][C:5]([C:3]([OH:4])=[O:2])=[C:6]([CH3:18])[N:7]=2)=[CH:15][CH:14]=1)#[N:17]. Reactant: C[O:2][C:3]([C:5]1[O:9][C:8]([C:10]2[CH:15]=[CH:14][C:13]([C:16]#[N:17])=[CH:12][CH:11]=2)=[N:7][C:6]=1[CH3:18])=[O:4].[OH-].[Na+].Cl. The catalyst class is: 1. (2) Reactant: [F:1][CH:2]([F:25])[O:3][C:4]1[CH:13]=[C:12]2[C:7]([C:8](=O)[CH2:9][C@H:10]([C:14]3[CH:15]=[C:16]([CH:21]=[CH:22][CH:23]=3)[C:17]([O:19][CH3:20])=[O:18])[O:11]2)=[CH:6][CH:5]=1.Cl.[CH3:27][O:28][NH2:29].C([O-])(=O)C.[Na+]. Product: [F:1][CH:2]([F:25])[O:3][C:4]1[CH:13]=[C:12]2[C:7]([C:8](=[N:29][O:28][CH3:27])[CH2:9][C@H:10]([C:14]3[CH:15]=[C:16]([CH:21]=[CH:22][CH:23]=3)[C:17]([O:19][CH3:20])=[O:18])[O:11]2)=[CH:6][CH:5]=1. The catalyst class is: 5. (3) Reactant: [C:1]1([C:26]2[CH:31]=[CH:30][CH:29]=[CH:28][CH:27]=2)[CH:6]=[CH:5][C:4]([CH2:7][C:8](=[O:25])[CH2:9][C:10]2[O:14][C:13]([C:15]3[N:20]=[C:19]([C:21]([O:23]C)=[O:22])[CH:18]=[CH:17][CH:16]=3)=[N:12][N:11]=2)=[CH:3][CH:2]=1. Product: [C:1]1([C:26]2[CH:31]=[CH:30][CH:29]=[CH:28][CH:27]=2)[CH:2]=[CH:3][C:4]([CH2:7][C:8](=[O:25])[CH2:9][C:10]2[O:14][C:13]([C:15]3[N:20]=[C:19]([C:21]([OH:23])=[O:22])[CH:18]=[CH:17][CH:16]=3)=[N:12][N:11]=2)=[CH:5][CH:6]=1. The catalyst class is: 100. (4) Reactant: C(OC([N:8]1[CH2:12][CH2:11][C@@H:10]([N:13]2[CH2:17][CH2:16][CH2:15][C@@H:14]2[CH3:18])[CH2:9]1)=O)(C)(C)C.[ClH:19]. Product: [ClH:19].[ClH:19].[CH3:18][C@H:14]1[CH2:15][CH2:16][CH2:17][N:13]1[C@@H:10]1[CH2:11][CH2:12][NH:8][CH2:9]1. The catalyst class is: 12. (5) Reactant: C[O:2][C:3](=O)[C:4]1[CH:9]=[CH:8][C:7]([C:10]([F:13])([F:12])[F:11])=[CH:6][C:5]=1[N+:14]([O-:16])=[O:15].O.[NH2:19][NH2:20]. Product: [N+:14]([C:5]1[CH:6]=[C:7]([C:10]([F:13])([F:12])[F:11])[CH:8]=[CH:9][C:4]=1[C:3]([NH:19][NH2:20])=[O:2])([O-:16])=[O:15]. The catalyst class is: 41.